The task is: Predict the product of the given reaction.. This data is from Forward reaction prediction with 1.9M reactions from USPTO patents (1976-2016). (1) The product is: [CH3:20][O:21][C:22]1[CH:23]=[N:24][CH:25]=[CH:26][C:27]=1[C:2]1[N:7]=[CH:6][N:5]=[C:4]([NH:8][C:9]2[CH:14]=[CH:13][CH:12]=[C:11]([CH2:15][S:16]([CH3:19])(=[O:18])=[O:17])[CH:10]=2)[N:3]=1. Given the reactants Cl[C:2]1[N:7]=[CH:6][N:5]=[C:4]([NH:8][C:9]2[CH:14]=[CH:13][CH:12]=[C:11]([CH2:15][S:16]([CH3:19])(=[O:18])=[O:17])[CH:10]=2)[N:3]=1.[CH3:20][O:21][C:22]1[CH:23]=[N:24][CH:25]=[CH:26][C:27]=1B(O)O, predict the reaction product. (2) The product is: [OH:31][C:27]1[C:26]([CH3:39])=[CH:25][C:24]([C:14]2([C:10]3[CH:9]=[C:8]([CH3:40])[C:7]([OH:6])=[C:12]([CH3:13])[CH:11]=3)[C:22]3[C:17](=[CH:18][CH:19]=[CH:20][CH:21]=3)[N:16]([C:50]3[CH:49]=[CH:48][CH:47]=[C:46]([CH:43]([CH3:45])[CH3:44])[CH:51]=3)[C:15]2=[O:23])=[CH:29][C:28]=1[CH3:30]. Given the reactants C([Si](C)(C)[O:6][C:7]1[C:12]([CH3:13])=[CH:11][C:10]([C:14]2([C:24]3[CH:29]=[C:28]([CH3:30])[C:27]([O:31][Si](C(C)(C)C)(C)C)=[C:26]([CH3:39])[CH:25]=3)[C:22]3[C:17](=[CH:18][CH:19]=[CH:20][CH:21]=3)[NH:16][C:15]2=[O:23])=[CH:9][C:8]=1[CH3:40])(C)(C)C.[CH:43]([C:46]1[CH:47]=[C:48](B(O)O)[CH:49]=[CH:50][CH:51]=1)([CH3:45])[CH3:44].C(N(CC)CC)C.[F-].C([N+](CCCC)(CCCC)CCCC)CCC.[Cl-].[NH4+], predict the reaction product.